This data is from Full USPTO retrosynthesis dataset with 1.9M reactions from patents (1976-2016). The task is: Predict the reactants needed to synthesize the given product. (1) Given the product [N:20]1[CH:19]=[CH:18][C:23]([C:2]2[CH:3]=[CH:4][C:5]3[O:9][C:8]([CH2:10][OH:11])=[CH:7][C:6]=3[CH:12]=2)=[CH:22][N:21]=1, predict the reactants needed to synthesize it. The reactants are: Br[C:2]1[CH:3]=[CH:4][C:5]2[O:9][C:8]([CH2:10][OH:11])=[CH:7][C:6]=2[CH:12]=1.C([SnH2][C:18]1[CH:23]=[CH:22][N:21]=[N:20][CH:19]=1)(C)(C)C.O. (2) Given the product [C:20]([C:24]1[CH:29]=[C:28]([C:30]2[CH:31]=[CH:32][CH:33]=[CH:34][CH:35]=2)[C:27]([O:36][C:10]2[CH:17]=[CH:16][CH:15]=[C:12]([C:13]#[N:14])[C:11]=2[C:18]#[N:19])=[C:26]([C:37]2[CH:42]=[CH:41][CH:40]=[CH:39][CH:38]=2)[CH:25]=1)([CH3:23])([CH3:21])[CH3:22], predict the reactants needed to synthesize it. The reactants are: C(=O)([O-])[O-].[Cs+].[Cs+].[N+]([C:10]1[CH:17]=[CH:16][CH:15]=[C:12]([C:13]#[N:14])[C:11]=1[C:18]#[N:19])([O-])=O.[C:20]([C:24]1[CH:29]=[C:28]([C:30]2[CH:35]=[CH:34][CH:33]=[CH:32][CH:31]=2)[C:27]([OH:36])=[C:26]([C:37]2[CH:42]=[CH:41][CH:40]=[CH:39][CH:38]=2)[CH:25]=1)([CH3:23])([CH3:22])[CH3:21]. (3) Given the product [O:22]=[C:9]1[N:10]([CH2:11][CH2:12][S:13][C:14]2[S:15][CH:16]=[C:17]([C:18]([OH:19])=[O:20])[N:21]=2)[C@@H:6](/[CH:5]=[CH:4]/[CH2:3][C@@:2]([OH:30])([CH3:1])[CH2:23][CH2:24][CH2:25][C:26]([F:27])([F:29])[F:28])[CH2:7][O:8]1, predict the reactants needed to synthesize it. The reactants are: [CH3:1][C@:2]1([CH2:23][CH2:24][CH2:25][C:26]([F:29])([F:28])[F:27])[O:19][C:18](=[O:20])[C:17]2[N:21]=[C:14]([S:15][CH:16]=2)[S:13][CH2:12][CH2:11][N:10]2[C@H:6]([CH2:7][O:8][C:9]2=[O:22])[CH:5]=[CH:4][CH2:3]1.[OH:30][C@@H](C(C)(C)CCCC)/C=C/[C@H]1COC(=O)N1CCSC1SC=C(C(OCC)=O)N=1.O1CCCC1. (4) Given the product [CH:40]([N:39]([C:36]1[CH:37]=[CH:38][C:33]([N:30]2[CH2:29][CH2:28][N:27]([CH3:26])[CH2:32][CH2:31]2)=[CH:34][C:35]=1[O:42][CH:43]([CH3:45])[CH3:44])[C:15]1[N:16]=[CH:17][C:12]2[S:11][C:10]([C:22]([O:24][CH3:25])=[O:23])=[C:9]([C:4]3[CH:5]=[CH:6][CH:7]=[CH:8][C:3]=3[O:2][CH3:1])[C:13]=2[N:14]=1)=[O:41], predict the reactants needed to synthesize it. The reactants are: [CH3:1][O:2][C:3]1[CH:8]=[CH:7][CH:6]=[CH:5][C:4]=1[C:9]1[C:13]2[N:14]=[C:15](S(C)(=O)=O)[N:16]=[CH:17][C:12]=2[S:11][C:10]=1[C:22]([O:24][CH3:25])=[O:23].[CH3:26][N:27]1[CH2:32][CH2:31][N:30]([C:33]2[CH:38]=[CH:37][C:36]([NH:39][CH:40]=[O:41])=[C:35]([O:42][CH:43]([CH3:45])[CH3:44])[CH:34]=2)[CH2:29][CH2:28]1.CC(N=P(N1CCCC1)(N1CCCC1)N1CCCC1)(C)C.